From a dataset of CYP1A2 inhibition data for predicting drug metabolism from PubChem BioAssay. Regression/Classification. Given a drug SMILES string, predict its absorption, distribution, metabolism, or excretion properties. Task type varies by dataset: regression for continuous measurements (e.g., permeability, clearance, half-life) or binary classification for categorical outcomes (e.g., BBB penetration, CYP inhibition). Dataset: cyp1a2_veith. The drug is N[C@H](Cn1ccc(=O)n(Cc2ccccc2C(=O)O)c1=O)C(=O)O. The result is 0 (non-inhibitor).